This data is from Forward reaction prediction with 1.9M reactions from USPTO patents (1976-2016). The task is: Predict the product of the given reaction. (1) Given the reactants [CH3:1][O:2][C:3]1[CH:8]=[CH:7][CH:6]=[CH:5][N:4]=1.C(NC(C)C)(C)C.C[Li].COCN[C:22](=O)[CH2:23][CH2:24][NH:25][C:26](=[O:32])[O:27][C:28]([CH3:31])([CH3:30])[CH3:29].C[CH2:35][O:36]CC, predict the reaction product. The product is: [CH3:31][C:28]([O:27][C:26](=[O:32])[NH:25][CH2:24][CH2:23][CH2:22][C:35]([C:8]1[C:3]([O:2][CH3:1])=[N:4][CH:5]=[CH:6][CH:7]=1)=[O:36])([CH3:29])[CH3:30]. (2) The product is: [NH2:1][C:4]1[CH:9]=[CH:8][C:7]([N:10]([CH3:21])[C:11]([N:13]2[CH2:18][CH2:17][O:16][CH2:15][CH2:14]2)=[O:12])=[CH:6][CH:5]=1. Given the reactants [N+:1]([C:4]1[CH:9]=[CH:8][C:7]([NH:10][C:11]([N:13]2[CH2:18][CH2:17][O:16][CH2:15][CH2:14]2)=[O:12])=[CH:6][CH:5]=1)([O-])=O.[H-].[Na+].[CH3:21]I, predict the reaction product. (3) Given the reactants Cl.[NH:2]1[CH2:7][CH2:6][CH:5]([N:8]2[C:16]3[C:11](=[CH:12][CH:13]=[CH:14][CH:15]=3)[CH2:10][CH2:9]2)[CH2:4][CH2:3]1.Cl[C:18]1[N:19]=[N:20][C:21]([C:24]2[CH:25]=[N:26][N:27]([CH3:29])[CH:28]=2)=[CH:22][CH:23]=1, predict the reaction product. The product is: [CH3:29][N:27]1[CH:28]=[C:24]([C:21]2[N:20]=[N:19][C:18]([N:2]3[CH2:7][CH2:6][CH:5]([N:8]4[C:16]5[C:11](=[CH:12][CH:13]=[CH:14][CH:15]=5)[CH2:10][CH2:9]4)[CH2:4][CH2:3]3)=[CH:23][CH:22]=2)[CH:25]=[N:26]1. (4) The product is: [Cl:1][C:2]1[CH:3]=[N:4][CH:5]=[C:6]([Cl:26])[C:7]=1[NH:8][C:9]([C:11]1[C:12]2[N:13]([N:19]=[C:20]([C:22]([F:24])([F:23])[F:25])[CH:21]=2)[C:14]([CH:17]([OH:18])[CH3:27])=[CH:15][CH:16]=1)=[O:10]. Given the reactants [Cl:1][C:2]1[CH:3]=[N:4][CH:5]=[C:6]([Cl:26])[C:7]=1[NH:8][C:9]([C:11]1[C:12]2[N:13]([N:19]=[C:20]([C:22]([F:25])([F:24])[F:23])[CH:21]=2)[C:14]([CH:17]=[O:18])=[CH:15][CH:16]=1)=[O:10].[CH3:27][Mg]Br.[Cl-].[NH4+], predict the reaction product. (5) Given the reactants [Br:1]N1C(=O)CCC1=O.[F:9][C:10]1[C:11]([OH:18])=[C:12]([CH:15]=[CH:16][CH:17]=1)[C:13]#[N:14], predict the reaction product. The product is: [Br:1][C:16]1[CH:17]=[C:10]([F:9])[C:11]([OH:18])=[C:12]([CH:15]=1)[C:13]#[N:14]. (6) Given the reactants [P:1]([Cl:5])(Cl)([Cl:3])=[O:2].[CH2:6]([CH:13]([CH2:16][CH2:17][CH2:18][CH2:19][CH2:20][CH2:21][CH2:22][CH2:23][CH3:24])[CH2:14][OH:15])[CH2:7][CH2:8][CH2:9][CH2:10][CH2:11][CH3:12].C(N(CC)CC)C, predict the reaction product. The product is: [CH2:6]([CH:13]([CH2:16][CH2:17][CH2:18][CH2:19][CH2:20][CH2:21][CH2:22][CH2:23][CH3:24])[CH2:14][O:15][P:1]([Cl:5])([Cl:3])=[O:2])[CH2:7][CH2:8][CH2:9][CH2:10][CH2:11][CH3:12].